This data is from Tox21: 12 toxicity assays (nuclear receptors and stress response pathways). The task is: Binary classification across 12 toxicity assays. (1) The drug is CCCCCCCCCCCCCCCCCC(=O)O[AlH3](O)O. It tested positive (active) for: NR-AR (Androgen Receptor agonist activity). (2) The compound is Cc1ccc(C(=O)c2ccccc2)cc1. It tested positive (active) for: NR-ER (Estrogen Receptor agonist activity).